The task is: Predict the reactants needed to synthesize the given product.. This data is from Full USPTO retrosynthesis dataset with 1.9M reactions from patents (1976-2016). (1) Given the product [C:1]([O:5][C:6]([N:8]1[CH2:13][CH2:12][CH:11]([N:14]([C:15](=[O:30])[C:16]2[CH:21]=[CH:20][C:19]([C:22]3[O:26][CH:25]=[N:24][CH:23]=3)=[C:18]([NH2:27])[CH:17]=2)[CH:31]2[CH2:32][CH2:33]2)[CH2:10][CH2:9]1)=[O:7])([CH3:4])([CH3:2])[CH3:3], predict the reactants needed to synthesize it. The reactants are: [C:1]([O:5][C:6]([N:8]1[CH2:13][CH2:12][CH:11]([N:14]([CH:31]2[CH2:33][CH2:32]2)[C:15](=[O:30])[C:16]2[CH:21]=[CH:20][C:19]([C:22]3[O:26][CH:25]=[N:24][CH:23]=3)=[C:18]([N+:27]([O-])=O)[CH:17]=2)[CH2:10][CH2:9]1)=[O:7])([CH3:4])([CH3:3])[CH3:2].[H][H]. (2) Given the product [Cl:1][C:2]1[CH:3]=[CH:4][C:5]([C:8]([C:10]2[C:18]([F:19])=[CH:17][CH:16]=[C:15]([F:20])[C:11]=2[C:12]([OH:14])=[O:13])=[O:9])=[CH:6][C:7]=1[N+:21]([O-:23])=[O:22], predict the reactants needed to synthesize it. The reactants are: [Cl:1][C:2]1[CH:7]=[CH:6][C:5]([C:8]([C:10]2[C:18]([F:19])=[CH:17][CH:16]=[C:15]([F:20])[C:11]=2[C:12]([OH:14])=[O:13])=[O:9])=[CH:4][CH:3]=1.[N+:21]([O-])([OH:23])=[O:22].S(=O)(=O)(O)O. (3) Given the product [O:16]=[C:12]1[C:11](=[CH:27][C:26]2[NH:25][CH:24]=[C:23]3[C:22]=2[CH2:21][CH2:20][NH:19][C:18]3=[O:17])[C:10]2[C:14](=[CH:15][C:7]([C:1]3[CH:2]=[CH:3][CH:4]=[CH:5][CH:6]=3)=[CH:8][CH:9]=2)[NH:13]1, predict the reactants needed to synthesize it. The reactants are: [C:1]1([C:7]2[CH:15]=[C:14]3[C:10]([CH2:11][C:12](=[O:16])[NH:13]3)=[CH:9][CH:8]=2)[CH:6]=[CH:5][CH:4]=[CH:3][CH:2]=1.[O:17]=[C:18]1[C:23]2=[CH:24][NH:25][C:26]([CH:27]=O)=[C:22]2[CH2:21][CH2:20][NH:19]1.N1CCCCC1. (4) The reactants are: [CH:1]1([N:6]2[C:10]3[N:11]=[C:12]([CH:18]4[CH2:20][CH2:19]4)[CH:13]=[C:14]([C:15]([OH:17])=O)[C:9]=3[C:8]([CH3:21])=[N:7]2)[CH2:5][CH2:4][CH2:3][CH2:2]1.[NH2:22][CH2:23][C:24]1[C:25](=[O:32])[NH:26][C:27]([CH3:31])=[CH:28][C:29]=1[CH3:30].ON1C2N=CC=CC=2N=N1.C(Cl)CCl.CN1CCOCC1. Given the product [CH:1]1([N:6]2[C:10]3[N:11]=[C:12]([CH:18]4[CH2:19][CH2:20]4)[CH:13]=[C:14]([C:15]([NH:22][CH2:23][C:24]4[C:25](=[O:32])[NH:26][C:27]([CH3:31])=[CH:28][C:29]=4[CH3:30])=[O:17])[C:9]=3[C:8]([CH3:21])=[N:7]2)[CH2:5][CH2:4][CH2:3][CH2:2]1, predict the reactants needed to synthesize it.